Dataset: Experimentally validated miRNA-target interactions with 360,000+ pairs, plus equal number of negative samples. Task: Binary Classification. Given a miRNA mature sequence and a target amino acid sequence, predict their likelihood of interaction. (1) The miRNA is mmu-miR-671-3p with sequence UCCGGUUCUCAGGGCUCCACC. The protein sequence of the target gene is MTLLEPEMLMMAVQSVLQLKLQQRRTREELVSQGIMPPLKSPAAFHEQRRSLERARTEDYLKRKIRSRPERAELVRMHILEETSAEPSLQAKQLKLKRARLADDLNEKIAQRPGPMELVEKNILPVESSLKEAIIVGQVNYPKVADSSSFDEDSSDALSPEQPASHESQGSVPSPLESRVSDPLPSATSISPTQVLSQLPMAPDPGETLFLAEQPPLPPAPLLPPSLANGSIVPTAKPAPTLIKQSQPKSASEKSQRSKKAKELKPKVKKLKYHQYIPPDQKQDKGAPAMDSSYAKILQQ.... Result: 0 (no interaction). (2) The miRNA is hsa-miR-4675 with sequence GGGGCUGUGAUUGACCAGCAGG. The protein sequence of the target gene is MYYKFSGFTQKLAGAWASEAYSPQGLKPVVSTEAPPIIFATPTKLTSDSTVYDYAGKNKVPELQKFFQKADGVPVYLKRGLPDQMLYRTTMALTVGGTIYCLIALYMASQPKNK. Result: 0 (no interaction). (3) The miRNA is hsa-miR-3663-5p with sequence GCUGGUCUGCGUGGUGCUCGG. The protein sequence of the target gene is MVKETQYYDILGVKPSASPEEIKKAYRKLALKYHPDKNPDEGEKFKLISQAYEVLSDPKKRDVYDQGGEQAIKEGGSGSPSFSSPMDIFDMFFGGGGRMARERRGKNVVHQLSVTLEDLYNGVTKKLALQKNVICEKCEGVGGKKGSVEKCPLCKGRGMQIHIQQIGPGMVQQIQTVCIECKGQGERINPKDRCESCSGAKVIREKKIIEVHVEKGMKDGQKILFHGEGDQEPELEPGDVIIVLDQKDHSVFQRRGHDLIMKMKIQLSEALCGFKKTIKTLDNRILVITSKAGEVIKHGD.... Result: 0 (no interaction). (4) The miRNA is mmu-miR-1195 with sequence UGAGUUCGAGGCCAGCCUGCUCA. The protein sequence of the target gene is MESTQVIDWDAEEEEETELSSGSLGYSVEPIGQLRLFSGTHGPERDFPLYLGKNVVGRSPDCSVALPFPSISKQHAVIEISAWNKAPILQDCGSLNGTQIVKPPRVLPPGVSHRLRDQELILFADFPCQYHRLDVPPPLVPRSLLTIEKTPRIRIESQNSRVLLAADSEEEGDFPSGRCVANGQRNTASPSATVVPESDEEVSSPAPSVPGPSSPFGLGSDTDEEQGQQPGVEESSLADSSGAAGEAEQPEANGTTAGIQAQPTEHKLKDTKVKKEAGRAGVSDGSVLERSPTLGEDSDT.... Result: 1 (interaction). (5) The miRNA is hsa-miR-6511b-3p with sequence CCUCACCACCCCUUCUGCCUGCA. The protein sequence of the target gene is MRSCFCVRRSRDPPPPQPPPPQRGTDQATMPEVKELSEALPETPMDPITGVGVVASRNRAPTGYDVVAQTADGVDADLWKDGLFKSKVTRYLCFTRSFSKENSHLGNVLVDMKLIDVKDTLPVGFIPIQETVDTQEVVFRKKRLCIKFIPRDSTEAAICDIRIMGRTKQAPPQYTFIGELNSMGIWYRMGRVPRNHDSSQPTTPSQSSASSTPAPNLPRHISLTLPATFRGRNNTSTDYEYQLSNLYAISAMDGVPFMISEKFSCIPESMQPFDLLGITIKSLAEIEKEYEYSFRTEQSA.... Result: 0 (no interaction). (6) The miRNA is hsa-miR-194-3p with sequence CCAGUGGGGCUGCUGUUAUCUG. The protein sequence of the target gene is MWSCGPLNSTAWAEEPLCRNLRLGLWVLSLLYLGAGVPVSLGYNALLVLANLASKNTMTMPDVYFVNMAVAGLVLTALAPAYLLGPAHSRWALWSLSSEAHVTLLILFNVASLVTMYSTALLSLDYYIERALPRTYMASVYNTRHVCGFVWGGAVLTSFSSLLFYICSHVSSRIAECARMQNTEAADAILVLIGYVVPGLAVLYALALISRIGKEDTPLDQDTSRLDPSVHRLLVATVCTQFGLWTPYYLSLGHTVLTSRGRTVEGHYLGILQVAKDLAKFLAFSSSSVTPLLYRYINKA.... Result: 0 (no interaction). (7) The miRNA is hsa-miR-1470 with sequence GCCCUCCGCCCGUGCACCCCG. The protein sequence of the target gene is MENSDSNDKGSDQSAAQRRSQMDRLDREEAFYQFVNNLSEEDYRLMRDNNLLGTPGESTEEELLRRLQQIKEGPPPQSPDENRAGESSDDVTNSDSIIDWLNSVRQTGNTTRSGQRGNQSWRAVSRTNPNSGDFRFSLEINVNRNNGSQTSENESEPSTRRLSVENMESSSQRQMENSASESASARPSRAERNSAEAVTEVPTTRAQRRARSRSPEHRRTRARAERSRSPLQPTSEIPRRAPTLEQSSENEPEGSSRTRHHVTLRQQISGPELLGRGLFAASGSRNPSQGTSSSDTGSNS.... Result: 0 (no interaction).